This data is from Forward reaction prediction with 1.9M reactions from USPTO patents (1976-2016). The task is: Predict the product of the given reaction. Given the reactants [C:1]([O:5][C:6](=[O:17])[NH:7][C:8]1([C:11]2[CH:16]=[CH:15][CH:14]=[CH:13][N:12]=2)[CH2:10][CH2:9]1)([CH3:4])([CH3:3])[CH3:2].[H][H], predict the reaction product. The product is: [C:1]([O:5][C:6](=[O:17])[NH:7][C:8]1([CH:11]2[CH2:16][CH2:15][CH2:14][CH2:13][NH:12]2)[CH2:9][CH2:10]1)([CH3:4])([CH3:2])[CH3:3].